Predict the product of the given reaction. From a dataset of Forward reaction prediction with 1.9M reactions from USPTO patents (1976-2016). The product is: [CH2:21]([O:20][C:18]([N:13]1[C@H:14]([CH3:17])[CH2:15][CH2:16][C@@H:11]([C:9](=[O:8])[NH2:2])[C@@H:12]1[C:28]1[CH:33]=[CH:32][CH:31]=[CH:30][CH:29]=1)=[O:19])[C:22]1[CH:27]=[CH:26][CH:25]=[CH:24][CH:23]=1. Given the reactants [Cl-].[NH4+:2].C[Al](C)C.C[O:8][C:9]([CH:11]1[CH2:16][CH2:15][CH:14]([CH3:17])[N:13]([C:18]([O:20][CH2:21][C:22]2[CH:27]=[CH:26][CH:25]=[CH:24][CH:23]=2)=[O:19])[CH:12]1[C:28]1[CH:33]=[CH:32][CH:31]=[CH:30][CH:29]=1)=O, predict the reaction product.